This data is from Catalyst prediction with 721,799 reactions and 888 catalyst types from USPTO. The task is: Predict which catalyst facilitates the given reaction. (1) Reactant: [F:1][C:2]([F:26])([F:25])[C:3]1[C:12]2[CH:11]=[CH:10][C:9]3[CH:13]=[C:14]([C:16]4[O:17][CH:18]=[N:19][N:20]=4)[NH:15][C:8]=3[C:7]=2[N:6]=[C:5]([C:21]([F:24])([F:23])[F:22])[CH:4]=1.[C:27](Cl)(=[O:29])[CH3:28]. Product: [O:17]1[CH:18]=[N:19][N:20]=[C:16]1[C:14]1[N:15]([C:27](=[O:29])[CH3:28])[C:8]2[C:7]3[N:6]=[C:5]([C:21]([F:24])([F:23])[F:22])[CH:4]=[C:3]([C:2]([F:25])([F:1])[F:26])[C:12]=3[CH:11]=[CH:10][C:9]=2[CH:13]=1. The catalyst class is: 35. (2) Reactant: ClC1C=CC=C(C(OO)=[O:9])C=1.[CH2:12]([O:15][C:16]1[CH:30]=[CH:29][C:19]([CH2:20][S:21][CH2:22][CH2:23][N:24]2[CH:28]=[CH:27][N:26]=[N:25]2)=[CH:18][CH:17]=1)[CH:13]=[CH2:14]. Product: [CH2:12]([O:15][C:16]1[CH:30]=[CH:29][C:19]([CH2:20][S:21]([CH2:22][CH2:23][N:24]2[CH:28]=[CH:27][N:26]=[N:25]2)=[O:9])=[CH:18][CH:17]=1)[CH:13]=[CH2:14]. The catalyst class is: 866. (3) Reactant: [CH3:1]/[CH:2]=[C:3]1/[C@H:4]2[CH:11]=[C:10]([CH3:12])[CH2:9][C@:8]/1([NH2:13])[C:7]1[CH:14]=[CH:15][C:16]([NH:18][C:6]=1[CH2:5]2)=[O:17].C1C=CC(C(O[C@H](C(O)=O)[C@H](OC(C2C=CC=CC=2)=O)C(O)=O)=O)=CC=1.[OH-].[Na+]. Product: [CH3:1]/[CH:2]=[C:3]1/[C@H:4]2[CH:11]=[C:10]([CH3:12])[CH2:9][C@:8]/1([NH2:13])[C:7]1[CH:14]=[CH:15][C:16]([NH:18][C:6]=1[CH2:5]2)=[O:17]. The catalyst class is: 6. (4) Reactant: [N:1]1[CH:6]=[CH:5][C:4]([C:7]2[C:16]3[C:11](=[CH:12][CH:13]=[C:14](B4OC(C)(C)C(C)(C)O4)[CH:15]=3)[N:10]=[CH:9][CH:8]=2)=[CH:3][CH:2]=1.Br[C:27]1[CH:28]=[C:29]([S:33]([NH2:36])(=[O:35])=[O:34])[CH:30]=[N:31][CH:32]=1.C([O-])(O)=O.[Na+]. Product: [N:1]1[CH:2]=[CH:3][C:4]([C:7]2[C:16]3[C:11](=[CH:12][CH:13]=[C:14]([C:27]4[CH:28]=[C:29]([S:33]([NH2:36])(=[O:35])=[O:34])[CH:30]=[N:31][CH:32]=4)[CH:15]=3)[N:10]=[CH:9][CH:8]=2)=[CH:5][CH:6]=1. The catalyst class is: 12. (5) Reactant: CC([O-])(C)C.[K+].[CH2:7]([O:14][C:15]([N:17]([CH2:26][C:27]([O:29][CH3:30])=[O:28])[C:18]([CH3:25])([CH3:24])[CH2:19][C:20](OC)=[O:21])=[O:16])[C:8]1[CH:13]=[CH:12][CH:11]=[CH:10][CH:9]=1. Product: [CH3:24][C:18]1([CH3:25])[N:17]([C:15]([O:14][CH2:7][C:8]2[CH:13]=[CH:12][CH:11]=[CH:10][CH:9]=2)=[O:16])[CH:26]([C:27]([O:29][CH3:30])=[O:28])[C:20](=[O:21])[CH2:19]1. The catalyst class is: 11. (6) Reactant: [CH3:1][CH:2]([CH2:4][O:5][CH2:6][C:7]1[CH:12]=[CH:11][CH:10]=[CH:9][CH:8]=1)[OH:3].N1C=CC=CC=1.[C:19]1([CH3:29])[CH:24]=[CH:23][C:22]([S:25](Cl)(=[O:27])=[O:26])=[CH:21][CH:20]=1. Product: [C:7]1([CH2:6][O:5][CH2:4][CH:2]([O:3][S:25]([C:22]2[CH:23]=[CH:24][C:19]([CH3:29])=[CH:20][CH:21]=2)(=[O:27])=[O:26])[CH3:1])[CH:12]=[CH:11][CH:10]=[CH:9][CH:8]=1. The catalyst class is: 6.